Dataset: Full USPTO retrosynthesis dataset with 1.9M reactions from patents (1976-2016). Task: Predict the reactants needed to synthesize the given product. Given the product [F:1][C:2]([F:10])([F:9])[CH2:3][CH2:4][CH2:5][CH2:6][OH:7], predict the reactants needed to synthesize it. The reactants are: [F:1][C:2]([F:10])([F:9])[CH2:3][CH2:4][CH2:5][C:6](O)=[O:7].[H-].[Al+3].[Li+].[H-].[H-].[H-].